This data is from Merck oncology drug combination screen with 23,052 pairs across 39 cell lines. The task is: Regression. Given two drug SMILES strings and cell line genomic features, predict the synergy score measuring deviation from expected non-interaction effect. (1) Drug 1: CCC1(O)C(=O)OCc2c1cc1n(c2=O)Cc2cc3c(CN(C)C)c(O)ccc3nc2-1. Drug 2: CCc1cnn2c(NCc3ccc[n+]([O-])c3)cc(N3CCCCC3CCO)nc12. Cell line: CAOV3. Synergy scores: synergy=-1.57. (2) Drug 1: N#Cc1ccc(Cn2cncc2CN2CCN(c3cccc(Cl)c3)C(=O)C2)cc1. Drug 2: Cc1nc(Nc2ncc(C(=O)Nc3c(C)cccc3Cl)s2)cc(N2CCN(CCO)CC2)n1. Cell line: HCT116. Synergy scores: synergy=15.0. (3) Drug 1: CC1(c2nc3c(C(N)=O)cccc3[nH]2)CCCN1. Drug 2: COC1=C2CC(C)CC(OC)C(O)C(C)C=C(C)C(OC(N)=O)C(OC)C=CC=C(C)C(=O)NC(=CC1=O)C2=O. Cell line: OCUBM. Synergy scores: synergy=31.7. (4) Drug 1: CN(C)C(=N)N=C(N)N. Drug 2: N#Cc1ccc(Cn2cncc2CN2CCN(c3cccc(Cl)c3)C(=O)C2)cc1. Cell line: MDAMB436. Synergy scores: synergy=5.15. (5) Drug 1: N#Cc1ccc(Cn2cncc2CN2CCN(c3cccc(Cl)c3)C(=O)C2)cc1. Drug 2: Cc1nc(Nc2ncc(C(=O)Nc3c(C)cccc3Cl)s2)cc(N2CCN(CCO)CC2)n1. Cell line: T47D. Synergy scores: synergy=31.8. (6) Drug 1: CCN(CC)CCNC(=O)c1c(C)[nH]c(C=C2C(=O)Nc3ccc(F)cc32)c1C. Drug 2: NC(=O)c1cccc2cn(-c3ccc(C4CCCNC4)cc3)nc12. Cell line: KPL1. Synergy scores: synergy=11.7.